This data is from Peptide-MHC class II binding affinity with 134,281 pairs from IEDB. The task is: Regression. Given a peptide amino acid sequence and an MHC pseudo amino acid sequence, predict their binding affinity value. This is MHC class II binding data. (1) The peptide sequence is GAATVAAGAATTAAG. The MHC is DRB3_0101 with pseudo-sequence DRB3_0101. The binding affinity (normalized) is 0.0291. (2) The MHC is HLA-DPA10201-DPB10501 with pseudo-sequence HLA-DPA10201-DPB10501. The peptide sequence is GLVGAVGGTATAGAF. The binding affinity (normalized) is 0. (3) The peptide sequence is RHNWVNHAVPLAMKLI. The MHC is DRB3_0101 with pseudo-sequence DRB3_0101. The binding affinity (normalized) is 0. (4) The peptide sequence is QYIKANSKFIGITE. The MHC is DRB1_0101 with pseudo-sequence DRB1_0101. The binding affinity (normalized) is 0.698. (5) The binding affinity (normalized) is 0.981. The MHC is HLA-DPA10103-DPB10601 with pseudo-sequence HLA-DPA10103-DPB10601. The peptide sequence is EKKYFAAVQFEPLAA. (6) The peptide sequence is AAITAGTTVYGAFAA. The MHC is HLA-DQA10102-DQB10602 with pseudo-sequence HLA-DQA10102-DQB10602. The binding affinity (normalized) is 0.872. (7) The peptide sequence is FLDPASIAARGWAAH. The MHC is HLA-DQA10102-DQB10501 with pseudo-sequence HLA-DQA10102-DQB10501. The binding affinity (normalized) is 0.282. (8) The peptide sequence is VKEEGKEELQEIPTM. The MHC is DRB1_1101 with pseudo-sequence DRB1_1101. The binding affinity (normalized) is 0.195. (9) The peptide sequence is AAMGLRISSSFSFGG. The MHC is DRB1_1302 with pseudo-sequence DRB1_1302. The binding affinity (normalized) is 0.431. (10) The peptide sequence is GATRERSLWIIFSKN. The MHC is HLA-DQA10102-DQB10602 with pseudo-sequence HLA-DQA10102-DQB10602. The binding affinity (normalized) is 0.574.